Dataset: Forward reaction prediction with 1.9M reactions from USPTO patents (1976-2016). Task: Predict the product of the given reaction. (1) Given the reactants [O:1]=[C:2]1[NH:11][CH:10]([C:12]2[CH:19]=[CH:18][C:15]([C:16]#[N:17])=[CH:14][CH:13]=2)[C:9]2[C:8](=[O:20])[CH2:7][CH2:6][CH2:5][C:4]=2[N:3]1[C:21]1[CH:26]=[CH:25][CH:24]=[C:23]([C:27]([F:30])([F:29])[F:28])[CH:22]=1.[H-].[Na+].Cl[C:34]([O:36][CH3:37])=[O:35], predict the reaction product. The product is: [C:16]([C:15]1[CH:14]=[CH:13][C:12]([CH:10]2[C:9]3[C:8](=[O:20])[CH2:7][CH2:6][CH2:5][C:4]=3[N:3]([C:21]3[CH:26]=[CH:25][CH:24]=[C:23]([C:27]([F:30])([F:28])[F:29])[CH:22]=3)[C:2](=[O:1])[N:11]2[C:34]([O:36][CH3:37])=[O:35])=[CH:19][CH:18]=1)#[N:17]. (2) Given the reactants [N+:1]([C:4]1[CH:9]=[CH:8][C:7]([C:10]2[N:11]=[C:12]3[N:16]([CH:17]=2)[CH:15]=[CH:14][S:13]3)=[CH:6][CH:5]=1)([O-])=O.Cl.CN(C=O)C, predict the reaction product. The product is: [S:13]1[CH:14]=[CH:15][N:16]2[CH:17]=[C:10]([C:7]3[CH:6]=[CH:5][C:4]([NH2:1])=[CH:9][CH:8]=3)[N:11]=[C:12]12.